From a dataset of Acute oral toxicity (LD50) regression data from Zhu et al.. Regression/Classification. Given a drug SMILES string, predict its toxicity properties. Task type varies by dataset: regression for continuous values (e.g., LD50, hERG inhibition percentage) or binary classification for toxic/non-toxic outcomes (e.g., AMES mutagenicity, cardiotoxicity, hepatotoxicity). Dataset: ld50_zhu. (1) The molecule is CC(C)C1CCC(O)CC1. The rat oral LD50 is 1.71, given as -log10 of the dose in mol/kg body weight (higher means more acutely toxic). (2) The molecule is CC(C)N1CCNCC1. The rat oral LD50 is 1.66, given as -log10 of the dose in mol/kg body weight (higher means more acutely toxic). (3) The compound is CNC(=O)OCc1ccc(Cl)c(Cl)c1. The rat oral LD50 is 2.10, given as -log10 of the dose in mol/kg body weight (higher means more acutely toxic). (4) The molecule is COP(=S)(OC)Oc1cnc2ccccc2n1. The rat oral LD50 is 2.48, given as -log10 of the dose in mol/kg body weight (higher means more acutely toxic). (5) The drug is CCOCC(O)COC(C)C. The rat oral LD50 is 1.51, given as -log10 of the dose in mol/kg body weight (higher means more acutely toxic). (6) The drug is COc1cccc(OC)c1O. The rat oral LD50 is 2.45, given as -log10 of the dose in mol/kg body weight (higher means more acutely toxic). (7) The compound is Nc1nc(N)nc(N)n1. The rat oral LD50 is 1.60, given as -log10 of the dose in mol/kg body weight (higher means more acutely toxic). (8) The molecule is CCC(C)(C)C(=O)OC1CC(C)C=C2C=CC(C)C(CCC3CC(O)CC(=O)O3)C21. The rat oral LD50 is 1.98, given as -log10 of the dose in mol/kg body weight (higher means more acutely toxic). (9) The compound is Cc1ccn(C(=O)NCCCCCCCl)n1. The rat oral LD50 is 1.67, given as -log10 of the dose in mol/kg body weight (higher means more acutely toxic). (10) The compound is CCN(COC(C)=O)N=O. The rat oral LD50 is 2.26, given as -log10 of the dose in mol/kg body weight (higher means more acutely toxic).